Dataset: Full USPTO retrosynthesis dataset with 1.9M reactions from patents (1976-2016). Task: Predict the reactants needed to synthesize the given product. (1) Given the product [CH:10]1[C:11]2[CH:12]([CH2:14][O:15][C:16]([NH:18][C@H:19]([C:23]([N:25]([CH3:38])[C@@H:26]([C@@H:34]([CH3:37])[CH2:35][CH3:36])[C@H:27]([O:32][CH3:33])[CH2:28][C:29]([N:61]3[CH2:62][CH2:63][CH2:64][C@H:60]3[C@H:42]([O:41][CH3:40])[C@@H:43]([CH3:59])[C:44]([NH:46][C@H:47]([C:55]([O:57][CH3:58])=[O:56])[CH2:48][C:49]3[CH:50]=[CH:51][CH:52]=[CH:53][CH:54]=3)=[S:45])=[O:30])=[O:24])[CH:20]([CH3:22])[CH3:21])=[O:17])[C:13]3[C:5](=[CH:4][CH:3]=[CH:2][CH:1]=3)[C:6]=2[CH:7]=[CH:8][CH:9]=1, predict the reactants needed to synthesize it. The reactants are: [CH:1]1[C:13]2[CH:12]([CH2:14][O:15][C:16]([NH:18][C@H:19]([C:23]([N:25]([CH3:38])[C@@H:26]([C@@H:34]([CH3:37])[CH2:35][CH3:36])[C@H:27]([O:32][CH3:33])[CH2:28][C:29](O)=[O:30])=[O:24])[CH:20]([CH3:22])[CH3:21])=[O:17])[C:11]3[C:6](=[CH:7][CH:8]=[CH:9][CH:10]=3)[C:5]=2[CH:4]=[CH:3][CH:2]=1.Cl.[CH3:40][O:41][C@@H:42]([C@@H:60]1[CH2:64][CH2:63][CH2:62][NH:61]1)[C@@H:43]([CH3:59])[C:44]([NH:46][C@H:47]([C:55]([O:57][CH3:58])=[O:56])[CH2:48][C:49]1[CH:54]=[CH:53][CH:52]=[CH:51][CH:50]=1)=[S:45].CN(C(ON1N=NC2C=CC=NC1=2)=[N+](C)C)C.F[P-](F)(F)(F)(F)F.C(N(C(C)C)CC)(C)C. (2) Given the product [CH2:1]([N:8]1[CH2:12][CH:11]([C:13]2[CH:14]=[CH:15][CH:16]=[CH:17][CH:18]=2)[CH:10]([NH2:19])[CH2:9]1)[C:2]1[CH:3]=[CH:4][CH:5]=[CH:6][CH:7]=1, predict the reactants needed to synthesize it. The reactants are: [CH2:1]([N:8]1[CH2:12][CH:11]([C:13]2[CH:18]=[CH:17][CH:16]=[CH:15][CH:14]=2)[CH:10]([N+:19]([O-])=O)[CH2:9]1)[C:2]1[CH:7]=[CH:6][CH:5]=[CH:4][CH:3]=1. (3) Given the product [NH2:1][C@H:2]1[CH2:7][CH2:6][CH2:5][CH2:4][C@H:3]1[NH:8][C:9]1[N:14]=[C:13]([NH:15][C:16]2[CH:17]=[CH:18][CH:19]=[C:20]([N:32]3[C:31]([CH3:30])=[N:35][N:34]=[N:33]3)[CH:21]=2)[C:12]([C:27]([NH2:29])=[O:28])=[CH:11][N:10]=1, predict the reactants needed to synthesize it. The reactants are: [NH2:1][C@H:2]1[CH2:7][CH2:6][CH2:5][CH2:4][C@H:3]1[NH:8][C:9]1[N:14]=[C:13]([NH:15][C:16]2[CH:21]=[CH:20][C:19](C3ON=CC=3)=[CH:18][CH:17]=2)[C:12]([C:27]([NH2:29])=[O:28])=[CH:11][N:10]=1.[CH3:30][C:31]1[N:35](C2C=C(C=CC=2)N)[N:34]=[N:33][N:32]=1. (4) Given the product [F:33][C:30]([F:31])([F:32])[CH2:29][C:27]1[S:26][C:17]2=[N:18][CH:19]=[C:20]([CH2:21][OH:22])[C:15]([NH:14][CH:11]3[CH2:12][CH2:13][N:8]([C:6]([O:5][C:1]([CH3:2])([CH3:3])[CH3:4])=[O:7])[CH2:9][CH2:10]3)=[C:16]2[CH:28]=1, predict the reactants needed to synthesize it. The reactants are: [C:1]([O:5][C:6]([N:8]1[CH2:13][CH2:12][CH:11]([NH:14][C:15]2[C:20]([C:21](OCC)=[O:22])=[CH:19][N:18]=[C:17]3[S:26][C:27]([CH2:29][C:30]([F:33])([F:32])[F:31])=[CH:28][C:16]=23)[CH2:10][CH2:9]1)=[O:7])([CH3:4])([CH3:3])[CH3:2].FC(F)(F)C(O)=O.C(C1C=C2C(=CC=1)NC(C#N)=C2)=O.C(O[BH-](OC(=O)C)OC(=O)C)(=O)C.[Na+]. (5) Given the product [OH:21][C@@H:20]1[CH2:19][CH2:18][CH2:17][C@H:16]([N:22]2[C:23](=[O:32])[C:24]3[C:29](=[CH:28][CH:27]=[CH:26][CH:25]=3)[C:30]2=[O:31])[CH2:15]1, predict the reactants needed to synthesize it. The reactants are: C([SnH](CCCC)CCCC)CCC.Br[C@@H:15]1[C@@H:20]([OH:21])[CH2:19][CH2:18][CH2:17][C@H:16]1[N:22]1[C:30](=[O:31])[C:29]2[C:24](=[CH:25][CH:26]=[CH:27][CH:28]=2)[C:23]1=[O:32]. (6) Given the product [Cl:1][C:2]1[C:7](=[O:8])[N:6]([C:9]2[CH:10]=[C:11]([CH:18]=[CH:19][C:20]=2[CH3:21])[C:12]([NH:14][CH2:15][C@@H:16]([OH:17])[CH3:34])=[O:13])[C:5]([CH3:22])=[N:4][C:3]=1[O:23][CH2:24][C:25]1[CH:30]=[CH:29][C:28]([F:31])=[CH:27][C:26]=1[F:32], predict the reactants needed to synthesize it. The reactants are: [Cl:1][C:2]1[C:7](=[O:8])[N:6]([C:9]2[CH:10]=[C:11]([CH:18]=[CH:19][C:20]=2[CH3:21])[C:12]([NH:14][CH2:15][CH2:16][OH:17])=[O:13])[C:5]([CH3:22])=[N:4][C:3]=1[O:23][CH2:24][C:25]1[CH:30]=[CH:29][C:28]([F:31])=[CH:27][C:26]=1[F:32].N[CH2:34][C@@H](O)C. (7) Given the product [CH:11]1[C:12]([N:15]2[C:16](=[O:21])[CH2:17][O:18][CH2:19][CH2:20]2)=[CH:13][CH:14]=[C:9]([N:5]2[C:6](=[O:8])[O:7][C@@H:3]([CH2:2][NH:1][C:28]([C:26]3[S:27][C:23]([Cl:22])=[CH:24][CH:25]=3)=[O:29])[CH2:4]2)[CH:10]=1, predict the reactants needed to synthesize it. The reactants are: [NH2:1][CH2:2][C@@H:3]1[O:7][C:6](=[O:8])[N:5]([C:9]2[CH:14]=[CH:13][C:12]([N:15]3[CH2:20][CH2:19][O:18][CH2:17][C:16]3=[O:21])=[CH:11][CH:10]=2)[CH2:4]1.[Cl:22][C:23]1[S:27][C:26]([C:28](Cl)=[O:29])=[CH:25][CH:24]=1.